From a dataset of Full USPTO retrosynthesis dataset with 1.9M reactions from patents (1976-2016). Predict the reactants needed to synthesize the given product. Given the product [OH:4][CH2:5][C@@H:6]([N:12]([CH3:36])[C:13]([C:15]1[CH:16]=[C:17]2[C:25](=[CH:26][CH:27]=1)[N:24]([CH3:28])[C:23]1[CH2:22][CH2:21][C@@H:20]([CH:30]3[CH2:31][CH2:32][O:33][CH2:34][CH2:35]3)[CH2:19][C:18]2=1)=[O:14])[CH2:7][CH2:8][C:9]([NH:43][CH:41]1[CH2:42][O:39][CH2:40]1)=[O:11], predict the reactants needed to synthesize it. The reactants are: C([O:4][CH2:5][C@@H:6]([N:12]([CH2:36]C)[C:13]([C:15]1[CH:16]=[C:17]2[C:25](=[CH:26][CH:27]=1)[N:24]([CH2:28]C)[C:23]1[CH2:22][CH2:21][C@@H:20]([CH:30]3[CH2:35][CH2:34][O:33][CH2:32][CH2:31]3)[CH2:19][C:18]2=1)=[O:14])[CH2:7][CH2:8][C:9]([OH:11])=O)(=O)C.Cl.[O:39]1[CH2:42][CH:41]([NH2:43])[CH2:40]1.F[P-](F)(F)(F)(F)F.N1(OC(N(C)C)=[N+](C)C)C2N=CC=CC=2N=N1.C[O-].[Na+].